From a dataset of Reaction yield outcomes from USPTO patents with 853,638 reactions. Predict the reaction yield, written as a fraction of the theoretical maximum amount of product (1.0 means a 100% yield; for example, 0.34 means a 34% yield). (1) The reactants are [NH2:1][C:2]1[N:7]=[C:6]([CH2:8][OH:9])[CH:5]=[CH:4][N:3]=1.[Si:10](Cl)([C:13]([CH3:16])([CH3:15])[CH3:14])([CH3:12])[CH3:11].N1C=CN=C1. The catalyst is CN(C)C=O.C(OCC)(=O)C. The product is [NH2:1][C:2]1[N:7]=[C:6]([CH2:8][O:9][Si:10]([C:13]([CH3:16])([CH3:15])[CH3:14])([CH3:12])[CH3:11])[CH:5]=[CH:4][N:3]=1. The yield is 0.840. (2) The reactants are Br[C:2]1[CH:10]=[CH:9][CH:8]=[CH:7][C:3]=1[C:4]([NH2:6])=[O:5].[C:11]1([CH3:20])[CH:16]=[CH:15][C:14](B(O)O)=[CH:13][CH:12]=1.C([O-])([O-])=O.[Na+].[Na+]. The catalyst is C(OCC)(=O)C.C1C=CC([P]([Pd]([P](C2C=CC=CC=2)(C2C=CC=CC=2)C2C=CC=CC=2)([P](C2C=CC=CC=2)(C2C=CC=CC=2)C2C=CC=CC=2)[P](C2C=CC=CC=2)(C2C=CC=CC=2)C2C=CC=CC=2)(C2C=CC=CC=2)C2C=CC=CC=2)=CC=1. The product is [CH3:20][C:11]1[CH:16]=[CH:15][C:14]([C:2]2[C:3]([C:4]([NH2:6])=[O:5])=[CH:7][CH:8]=[CH:9][CH:10]=2)=[CH:13][CH:12]=1. The yield is 0.619. (3) The reactants are [O:1]1[CH:5]=[CH:4][CH:3]=[C:2]1[C:6]1[C:11]([C:12]2[CH:17]=[CH:16][N:15]=[CH:14][N:13]=2)=[CH:10][N:9]=[C:8]([NH2:18])[N:7]=1.CC(C)([O-])C.[Na+].Cl[C:26]1[CH:31]=[N:30][CH:29]=[CH:28][N:27]=1.C1(P(C2CCCCC2)C2C=CC=CC=2C2C=CC=CC=2N(C)C)CCCCC1. The catalyst is C([O-])(=O)C.[Pd+2].C([O-])(=O)C.C(OCC)C.C1(C)C=CC=CC=1. The product is [O:1]1[CH:5]=[CH:4][CH:3]=[C:2]1[C:6]1[C:11]([C:12]2[CH:17]=[CH:16][N:15]=[CH:14][N:13]=2)=[CH:10][N:9]=[C:8]([NH:18][C:26]2[CH:31]=[N:30][CH:29]=[CH:28][N:27]=2)[N:7]=1. The yield is 0.330. (4) The reactants are [NH:1]([C:20]([O:22][C:23]([CH3:26])([CH3:25])[CH3:24])=[O:21])[C@@H:2]([C:10]([N:12]1[CH2:19][CH2:18][CH2:17][C@H:13]1[C:14](O)=[O:15])=[O:11])[CH2:3][C:4]1[CH:9]=[CH:8][CH:7]=[CH:6][CH:5]=1.Cl.Cl.[NH2:29][CH:30]1[CH2:38][CH2:37][C:36]2[C:32](=[CH:33][NH:34][N:35]=2)[CH2:31]1. No catalyst specified. The product is [CH2:3]([C@@H:2]([NH:1][C:20](=[O:21])[O:22][C:23]([CH3:26])([CH3:24])[CH3:25])[C:10](=[O:11])[N:12]1[CH2:19][CH2:18][CH2:17][C@H:13]1[C:14]([NH:29][CH:30]1[CH2:38][CH2:37][C:36]2[C:32](=[CH:33][NH:34][N:35]=2)[CH2:31]1)=[O:15])[C:4]1[CH:5]=[CH:6][CH:7]=[CH:8][CH:9]=1. The yield is 0.800. (5) The reactants are [Br:1][C:2]1[CH:18]=[CH:17][C:5]([O:6][C:7]2[CH:8]=[N+:9]([O-:16])[CH:10]=[CH:11][C:12]=2[N+:13]([O-:15])=[O:14])=[C:4]([C:19]([O:21]C)=O)[CH:3]=1.C([N-]C(C)C)(C)C.[Li+].BrC1C=CC2OC3C(=NC=CC=3[N+]([O-])=O)C(=O)C=2C=1. The catalyst is C1COCC1. The product is [Br:1][C:2]1[CH:18]=[CH:17][C:5]2[O:6][C:7]3[C:8](=[N+:9]([O-:16])[CH:10]=[CH:11][C:12]=3[N+:13]([O-:15])=[O:14])[C:19](=[O:21])[C:4]=2[CH:3]=1. The yield is 0.0594. (6) The reactants are CS(C)=O.C(Cl)(=O)C(Cl)=O.[C:11]1([CH:17]([OH:26])[CH:18]([C:20]2[CH:25]=[CH:24][CH:23]=[CH:22][N:21]=2)[CH3:19])[CH:16]=[CH:15][CH:14]=[CH:13][CH:12]=1.C(N(CC)CC)C. The catalyst is ClCCl. The product is [C:11]1([C:17](=[O:26])[CH:18]([C:20]2[CH:25]=[CH:24][CH:23]=[CH:22][N:21]=2)[CH3:19])[CH:12]=[CH:13][CH:14]=[CH:15][CH:16]=1. The yield is 0.910. (7) The reactants are [CH:1]([N:14]1[C:22]2[C:17](=[CH:18][CH:19]=[C:20]([Cl:23])[CH:21]=2)[CH:16]=[C:15]1[CH2:24][CH2:25][NH:26][S:27]([CH2:30][C:31]1[CH:36]=[CH:35][CH:34]=[CH:33][CH:32]=1)(=[O:29])=[O:28])([C:8]1[CH:13]=[CH:12][CH:11]=[CH:10][CH:9]=1)[C:2]1[CH:7]=[CH:6][CH:5]=[CH:4][CH:3]=1.[CH3:37][O:38][C:39](=[O:50])[C:40]1[CH:45]=[CH:44][C:43]([O:46][CH2:47][CH:48]=O)=[CH:42][CH:41]=1.C([SiH](CC)CC)C.C(O)(C(F)(F)F)=O. The catalyst is C(Cl)Cl. The product is [CH3:37][O:38][C:39](=[O:50])[C:40]1[CH:45]=[CH:44][C:43]([O:46][CH2:47][CH2:48][C:16]2[C:17]3[C:22](=[CH:21][C:20]([Cl:23])=[CH:19][CH:18]=3)[N:14]([CH:1]([C:2]3[CH:7]=[CH:6][CH:5]=[CH:4][CH:3]=3)[C:8]3[CH:9]=[CH:10][CH:11]=[CH:12][CH:13]=3)[C:15]=2[CH2:24][CH2:25][NH:26][S:27]([CH2:30][C:31]2[CH:36]=[CH:35][CH:34]=[CH:33][CH:32]=2)(=[O:29])=[O:28])=[CH:42][CH:41]=1. The yield is 0.350. (8) The reactants are [Si]([O:8][CH2:9][C@@:10]1([CH3:35])[S:16][CH2:15][CH2:14][N:13]2[C:17]([C:20]3([C:23]4[CH:28]=[CH:27][C:26]([C:29]5[CH:30]=[N:31][N:32]([CH3:34])[CH:33]=5)=[CH:25][CH:24]=4)[CH2:22][CH2:21]3)=[N:18][N:19]=[C:12]2[CH2:11]1)(C(C)(C)C)(C)C.Cl. The catalyst is CO.O1CCOCC1. The product is [CH3:35][C@:10]1([CH2:9][OH:8])[S:16][CH2:15][CH2:14][N:13]2[C:17]([C:20]3([C:23]4[CH:24]=[CH:25][C:26]([C:29]5[CH:30]=[N:31][N:32]([CH3:34])[CH:33]=5)=[CH:27][CH:28]=4)[CH2:22][CH2:21]3)=[N:18][N:19]=[C:12]2[CH2:11]1. The yield is 0.810. (9) The reactants are [OH-].[Na+].Cl.Cl.[NH2:5][CH2:6][CH2:7][O:8][CH2:9][CH2:10][NH2:11].[CH3:12][C:13]([O:16][C:17](O[C:17]([O:16][C:13]([CH3:15])([CH3:14])[CH3:12])=[O:18])=[O:18])([CH3:15])[CH3:14]. The catalyst is CO.C1COCC1. The product is [NH2:5][CH2:6][CH2:7][O:8][CH2:9][CH2:10][NH:11][C:17](=[O:18])[O:16][C:13]([CH3:15])([CH3:14])[CH3:12]. The yield is 0.740.